Dataset: Full USPTO retrosynthesis dataset with 1.9M reactions from patents (1976-2016). Task: Predict the reactants needed to synthesize the given product. Given the product [CH2:1]([C:5]1[N:6]=[C:7]([CH3:27])[N:8]([C:30]2[CH:31]=[CH:32][CH:33]=[CH:34][C:29]=2[CH3:28])[C:9](=[O:26])[C:10]=1[CH2:11][C:12]1[CH:17]=[CH:16][C:15]([C:18]2[C:19]([C:24]#[N:25])=[CH:20][CH:21]=[CH:22][CH:23]=2)=[CH:14][CH:13]=1)[CH2:2][CH2:3][CH3:4], predict the reactants needed to synthesize it. The reactants are: [CH2:1]([C:5]1[N:6]=[C:7]([CH3:27])[NH:8][C:9](=[O:26])[C:10]=1[CH2:11][C:12]1[CH:17]=[CH:16][C:15]([C:18]2[C:19]([C:24]#[N:25])=[CH:20][CH:21]=[CH:22][CH:23]=2)=[CH:14][CH:13]=1)[CH2:2][CH2:3][CH3:4].[CH3:28][C:29]1[CH:34]=[CH:33][CH:32]=[CH:31][C:30]=1B(O)O.C(N(CC)CC)C.N1C=CC=CC=1.